From a dataset of Forward reaction prediction with 1.9M reactions from USPTO patents (1976-2016). Predict the product of the given reaction. (1) Given the reactants Br[C:2]1[CH:7]=[CH:6][C:5]([C:8]([N:10]2[CH2:15][CH2:14][N:13]([C:16]3[C:21]([CH3:22])=[CH:20][C:19]([CH3:23])=[CH:18][N:17]=3)[CH2:12][CH2:11]2)=[O:9])=[C:4]([CH3:24])[CH:3]=1.[CH3:25][O:26][C:27]1[CH:41]=[CH:40][C:30]([CH2:31][N:32]2[CH2:36][C:35]([CH3:38])([CH3:37])[NH:34][C:33]2=[O:39])=[CH:29][CH:28]=1.C(=O)([O-])[O-].[Cs+].[Cs+].CNCCNC, predict the reaction product. The product is: [CH3:22][C:21]1[C:16]([N:13]2[CH2:14][CH2:15][N:10]([C:8]([C:5]3[CH:6]=[CH:7][C:2]([N:34]4[C:35]([CH3:38])([CH3:37])[CH2:36][N:32]([CH2:31][C:30]5[CH:40]=[CH:41][C:27]([O:26][CH3:25])=[CH:28][CH:29]=5)[C:33]4=[O:39])=[CH:3][C:4]=3[CH3:24])=[O:9])[CH2:11][CH2:12]2)=[N:17][CH:18]=[C:19]([CH3:23])[CH:20]=1. (2) Given the reactants C(N([CH2:6][CH3:7])CC)C.[C:8]1([CH2:14][C:15](Cl)=[O:16])[CH:13]=CC=C[CH:9]=1.Cl[CH2:19]Cl.[CH3:21][C:22]([CH3:26])=[CH:23][CH2:24][OH:25], predict the reaction product. The product is: [C:22]1([CH2:23][C:24]([O:16][CH2:15][CH:14]=[C:8]([CH3:13])[CH3:9])=[O:25])[CH:26]=[CH:7][CH:6]=[CH:19][CH:21]=1. (3) Given the reactants [CH:1]1([CH2:5][C:6]2[N:7]=[C:8]([C:11]([NH:13][NH:14][C:15](=[O:24])[CH2:16][C:17]([CH3:23])([CH3:22])[C:18]([O:20][CH3:21])=[O:19])=O)[S:9][CH:10]=2)[CH2:4][CH2:3][CH2:2]1.[CH:25]1(CC2N=C(C(OCC)=O)SC=2)CCCC[CH2:26]1, predict the reaction product. The product is: [CH:1]1([CH2:5][C:6]2[N:7]=[C:8]([C:11]3[O:24][C:15]([CH2:16][C:17]([CH3:22])([CH3:23])[C:18]([O:20][CH3:21])=[O:19])=[N:14][N:13]=3)[S:9][CH:10]=2)[CH2:4][CH2:3][CH2:2][CH2:26][CH2:25]1. (4) Given the reactants [Cl:1][C:2]1[CH:7]=[CH:6][CH:5]=[CH:4][C:3]=1[CH2:8][CH2:9][CH:10]([NH:14][S:15]([C:18]1[CH:26]=[CH:25][CH:24]=[C:23]2[C:19]=1[CH:20]=[CH:21][NH:22]2)(=[O:17])=[O:16])[C:11]([OH:13])=O.[NH:27]1[CH2:32][CH2:31][CH:30]([C:33]([O:35][CH3:36])=[O:34])[CH2:29][CH2:28]1, predict the reaction product. The product is: [Cl:1][C:2]1[CH:7]=[CH:6][CH:5]=[CH:4][C:3]=1[CH2:8][CH2:9][CH:10]([NH:14][S:15]([C:18]1[CH:26]=[CH:25][CH:24]=[C:23]2[C:19]=1[CH:20]=[CH:21][NH:22]2)(=[O:16])=[O:17])[C:11]([N:27]1[CH2:32][CH2:31][CH:30]([C:33]([O:35][CH3:36])=[O:34])[CH2:29][CH2:28]1)=[O:13].